Dataset: Catalyst prediction with 721,799 reactions and 888 catalyst types from USPTO. Task: Predict which catalyst facilitates the given reaction. (1) Reactant: [NH2:1][C:2]1[CH:7]=[C:6]([Br:8])[CH:5]=[CH:4][C:3]=1[NH:9][C:10]([CH:12]1[CH2:15][C:14](=[O:16])[CH2:13]1)=O.[CH3:17]C(O)=O. Product: [Br:8][C:6]1[CH:5]=[CH:4][C:3]2[N:9]=[C:10]([CH:12]3[CH2:15][C:14](=[O:16])[CH2:13]3)[N:1]([CH3:17])[C:2]=2[CH:7]=1. The catalyst class is: 23. (2) Reactant: [CH3:1][N:2]([CH3:14])[CH2:3][CH2:4][C:5]1[CH:10]=[CH:9][C:8]([N+:11]([O-])=O)=[CH:7][CH:6]=1. Product: [CH3:14][N:2]([CH3:1])[CH2:3][CH2:4][C:5]1[CH:6]=[CH:7][C:8]([NH2:11])=[CH:9][CH:10]=1. The catalyst class is: 19. (3) Reactant: [C:1]([C:3]1[CH:4]=[C:5]([CH:21]=[CH:22][C:23]=1[N+:24]([O-:26])=[O:25])[O:6][C:7]1[CH:12]=[CH:11][C:10]([NH:13]C(=O)OC(C)(C)C)=[CH:9][CH:8]=1)#[N:2]. Product: [NH2:13][C:10]1[CH:11]=[CH:12][C:7]([O:6][C:5]2[CH:21]=[CH:22][C:23]([N+:24]([O-:26])=[O:25])=[C:3]([CH:4]=2)[C:1]#[N:2])=[CH:8][CH:9]=1. The catalyst class is: 33. (4) Reactant: [NH2:1][C:2]1[NH:6][N:5]=[C:4]([C:7]([CH3:10])([CH3:9])[CH3:8])[CH:3]=1.[CH3:11][C:12]1[CH:27]=[CH:26][C:15]([O:16][C:17]2[CH:22]=[CH:21][C:20]([N:23]=[C:24]=[O:25])=[CH:19][CH:18]=2)=[CH:14][CH:13]=1. Product: [C:7]([C:4]1[CH:3]=[C:2]([NH:1][C:24]([NH:23][C:20]2[CH:19]=[CH:18][C:17]([O:16][C:15]3[CH:26]=[CH:27][C:12]([CH3:11])=[CH:13][CH:14]=3)=[CH:22][CH:21]=2)=[O:25])[NH:6][N:5]=1)([CH3:10])([CH3:9])[CH3:8]. The catalyst class is: 11. (5) Reactant: [CH3:1][CH:2]([OH:9])[CH2:3][NH:4][CH2:5][CH:6]([OH:8])[CH3:7].[C:10](O)(=O)[CH2:11][CH2:12][CH2:13][CH2:14][CH2:15][CH2:16][CH2:17][CH2:18][CH2:19][CH2:20][CH3:21]. Product: [CH3:1][CH:2]1[O:9][C:21]2([CH2:20][CH2:19][CH2:18][CH2:17][CH2:16][CH2:15][CH2:14][CH2:13][CH2:12][CH2:11][CH3:10])[O:8][CH:6]([CH3:7])[CH2:5][N:4]2[CH2:3]1. The catalyst class is: 6. (6) Product: [NH2:8][C:9]1[CH:14]=[CH:13][CH:12]=[CH:11][C:10]=1[NH:15][C:16]([C:18]1[S:19][C:20]2[CH:26]=[C:25]([CH2:27][NH:28][C:29](=[O:38])[O:30][CH2:31][C:32]3[CH:37]=[CH:36][CH:35]=[CH:34][CH:33]=3)[CH:24]=[CH:23][C:21]=2[CH:22]=1)=[O:17]. The catalyst class is: 2. Reactant: C(OC([NH:8][C:9]1[CH:14]=[CH:13][CH:12]=[CH:11][C:10]=1[NH:15][C:16]([C:18]1[S:19][C:20]2[CH:26]=[C:25]([CH2:27][NH:28][C:29](=[O:38])[O:30][CH2:31][C:32]3[CH:37]=[CH:36][CH:35]=[CH:34][CH:33]=3)[CH:24]=[CH:23][C:21]=2[CH:22]=1)=[O:17])=O)(C)(C)C.C(O)(C(F)(F)F)=O. (7) Product: [F:8][C:6]1[CH:5]=[CH:4][C:3]2[N:9]=[C:10]([C:12]3[C:20]4[N:19]5[CH:21]=[CH:22][CH:23]=[C:18]5[C:17](=[O:24])[C:16]=4[CH:15]=[CH:14][CH:13]=3)[NH:1][C:2]=2[CH:7]=1. The catalyst class is: 15. Reactant: [NH2:1][C:2]1[CH:7]=[C:6]([F:8])[CH:5]=[CH:4][C:3]=1[NH:9][C:10]([C:12]1[CH:13]=[CH:14][CH:15]=[C:16]2[C:20]=1[N:19]1[CH:21]=[CH:22][CH:23]=[C:18]1[C:17]2=[O:24])=O.